Dataset: Full USPTO retrosynthesis dataset with 1.9M reactions from patents (1976-2016). Task: Predict the reactants needed to synthesize the given product. (1) Given the product [Cl:1][C:2]1[CH:7]=[C:6]([C:43]#[C:42][C:39]2[N:38]=[C:37]([CH3:44])[N:36]([C:30]3[CH:31]=[CH:32][C:33]([F:35])=[CH:34][C:29]=3[F:28])[C:40]=2[CH3:41])[CH:5]=[CH:4][N:3]=1, predict the reactants needed to synthesize it. The reactants are: [Cl:1][C:2]1[CH:7]=[C:6](I)[CH:5]=[CH:4][N:3]=1.C1(P(C2C=CC=CC=2)C2C=CC=CC=2)C=CC=CC=1.[F:28][C:29]1[CH:34]=[C:33]([F:35])[CH:32]=[CH:31][C:30]=1[N:36]1[C:40]([CH3:41])=[C:39]([C:42]#[CH:43])[N:38]=[C:37]1[CH3:44]. (2) Given the product [CH:9]1([O:8][C:5]2[N:6]=[CH:7][C:2]([B:14]([OH:19])[OH:15])=[CH:3][CH:4]=2)[CH2:13][CH2:12][CH2:11][CH2:10]1, predict the reactants needed to synthesize it. The reactants are: Br[C:2]1[CH:3]=[CH:4][C:5]([O:8][CH:9]2[CH2:13][CH2:12][CH2:11][CH2:10]2)=[N:6][CH:7]=1.[B:14](OC(C)C)([O:19]C(C)C)[O:15]C(C)C.[Li]CCCC.Cl. (3) Given the product [CH3:1][O:2][CH2:3][CH2:4][O:5][C:6]1[CH:7]=[C:8]2[C:20]([NH:21][C:22]3[CH:27]=[C:26]([C:28]#[CH:29])[CH:25]=[CH:24][CH:23]=3)=[N:19][CH:18]=[N:17][C:9]2=[CH:10][C:11]=1[O:12][CH2:13][CH2:14][O:15][CH3:16], predict the reactants needed to synthesize it. The reactants are: [CH3:1][O:2][CH2:3][CH2:4][O:5][C:6]1[CH:7]=[C:8]2[C:20]([NH:21][C:22]3[CH:23]=[CH:24][CH:25]=[C:26]([C:28]#[CH:29])[CH:27]=3)=[N:19][CH:18]=[N:17][C:9]2=[CH:10][C:11]=1[O:12][CH2:13][CH2:14][O:15][CH3:16].Cl.N. (4) Given the product [Si:6]([O:19][CH:20]1[CH2:24][CH2:23][O:22][C:21]1=[O:25])([C:9]([CH3:12])([CH3:11])[CH3:10])([CH3:8])[CH3:7], predict the reactants needed to synthesize it. The reactants are: N1C=CN=C1.[Si:6](Cl)([C:9]([CH3:12])([CH3:11])[CH3:10])([CH3:8])[CH3:7].CN(C)C=O.[OH:19][CH:20]1[CH2:24][CH2:23][O:22][C:21]1=[O:25].